From a dataset of Catalyst prediction with 721,799 reactions and 888 catalyst types from USPTO. Predict which catalyst facilitates the given reaction. (1) Reactant: O.[OH-].[Li+].[CH2:4]([N:11]1[C:15]([C:16]([F:19])([F:18])[F:17])=[C:14]([CH3:20])[C:13]([Br:21])=[C:12]1[C:22]([O:24]CC)=[O:23])[C:5]1[CH:10]=[CH:9][CH:8]=[CH:7][CH:6]=1.Cl. Product: [CH2:4]([N:11]1[C:15]([C:16]([F:17])([F:18])[F:19])=[C:14]([CH3:20])[C:13]([Br:21])=[C:12]1[C:22]([OH:24])=[O:23])[C:5]1[CH:6]=[CH:7][CH:8]=[CH:9][CH:10]=1. The catalyst class is: 20. (2) Reactant: [Cl:1][C:2]1[C:37]([C:38]([F:41])([F:40])[F:39])=[CH:36][CH:35]=[CH:34][C:3]=1[CH2:4][N:5]([CH2:20][CH:21]([C:28]1[CH:33]=[CH:32][CH:31]=[CH:30][CH:29]=1)[C:22]1[CH:27]=[CH:26][CH:25]=[CH:24][CH:23]=1)[CH2:6][CH2:7][CH2:8][O:9][C:10]1[CH:11]=[C:12]([CH2:16][C:17]([OH:19])=O)[CH:13]=[CH:14][CH:15]=1.[NH:42]1[CH2:47][CH2:46][O:45][CH2:44][CH2:43]1.CN([P+](ON1N=NC2C=CC=CC1=2)(N(C)C)N(C)C)C.F[P-](F)(F)(F)(F)F.CCN(CC)CC. Product: [ClH:1].[Cl:1][C:2]1[C:37]([C:38]([F:39])([F:40])[F:41])=[CH:36][CH:35]=[CH:34][C:3]=1[CH2:4][N:5]([CH2:20][CH:21]([C:22]1[CH:23]=[CH:24][CH:25]=[CH:26][CH:27]=1)[C:28]1[CH:33]=[CH:32][CH:31]=[CH:30][CH:29]=1)[CH2:6][CH2:7][CH2:8][O:9][C:10]1[CH:11]=[C:12]([CH2:16][C:17]([N:42]2[CH2:47][CH2:46][O:45][CH2:44][CH2:43]2)=[O:19])[CH:13]=[CH:14][CH:15]=1. The catalyst class is: 23. (3) Reactant: Cl[C:2]1[CH:7]=[C:6]([O:8][C:9]2[CH:10]=[CH:11][C:12]([N:16]3[C:20](=[O:21])[NH:19][C:18]([CH2:22][C:23]([CH3:26])([CH3:25])[CH3:24])=[N:17]3)=[N:13][C:14]=2[CH3:15])[CH:5]=[CH:4][N:3]=1.[CH3:27][N:28]1[CH:32]=[C:31](B2OC(C)(C)C(C)(C)O2)[CH:30]=[N:29]1.C([O-])([O-])=O.[K+].[K+].O1CCOCC1. Product: [CH3:15][C:14]1[N:13]=[C:12]([N:16]2[C:20](=[O:21])[NH:19][C:18]([CH2:22][C:23]([CH3:26])([CH3:25])[CH3:24])=[N:17]2)[CH:11]=[CH:10][C:9]=1[O:8][C:6]1[CH:5]=[CH:4][N:3]=[C:2]([C:31]2[CH:30]=[N:29][N:28]([CH3:27])[CH:32]=2)[CH:7]=1. The catalyst class is: 257. (4) Reactant: [NH2:1][C:2]1[CH:23]=[CH:22][C:5]([O:6][C:7]2[CH:12]=[CH:11][N:10]=[C:9]([NH:13][C:14]([N:16]3[CH2:21][CH2:20][CH2:19][CH2:18][CH2:17]3)=[O:15])[CH:8]=2)=[CH:4][C:3]=1[Cl:24].C(N(CC)CC)C.[F:32][P-](F)(F)(F)(F)F.[N:39]1(O[P+](N(C)C)(N(C)C)N(C)C)[C:43]2[CH:44]=[CH:45][CH:46]=[CH:47][C:42]=2N=N1.C([O:61][CH2:62][CH3:63])C.CN(C)[CH:66]=[O:67]. Product: [Cl:24][C:3]1[CH:4]=[C:5]([O:6][C:7]2[CH:12]=[CH:11][N:10]=[C:9]([NH:13][C:14]([N:16]3[CH2:21][CH2:20][CH2:19][CH2:18][CH2:17]3)=[O:15])[CH:8]=2)[CH:22]=[CH:23][C:2]=1[NH:1][C:62](=[O:61])[CH2:63][C:66]([NH:39][C:43]1[CH:44]=[CH:45][C:46]([F:32])=[CH:47][CH:42]=1)=[O:67]. The catalyst class is: 81. (5) Reactant: O=[C:2]([CH2:8][C:9]([O:11][CH3:12])=[O:10])[CH2:3][C:4]([O:6][CH3:7])=[O:5].C(=O)([O-])[O-].[Na+].[Na+].[C:19]([NH2:23])(=[O:22])[C:20]#[CH:21]. Product: [CH3:7][O:6][C:4](=[O:5])[CH2:3][C:2]1[NH:23][C:19](=[O:22])[CH:20]=[CH:21][C:8]=1[C:9]([O:11][CH3:12])=[O:10]. The catalyst class is: 6. (6) Reactant: [C:1]([O:5][C:6](=[O:17])[NH:7][C@H:8]([C:11]1[CH:16]=[CH:15][CH:14]=[CH:13][CH:12]=1)[CH2:9]O)([CH3:4])([CH3:3])[CH3:2].[C:18]1(=[O:28])[NH:22][C:21](=[O:23])[C:20]2=[CH:24][CH:25]=[CH:26][CH:27]=[C:19]12.[CH:29]1[CH:34]=[CH:33][C:32]([P:35]([C:42]2[CH:47]=[CH:46][CH:45]=[CH:44][CH:43]=2)[C:36]2[CH:41]=[CH:40][CH:39]=[CH:38][CH:37]=2)=[CH:31][CH:30]=1.CC[O:50]C(/N=N/C(OCC)=O)=O. Product: [C:1]([O:5][C:6](=[O:17])[NH:7][C@H:8]([C:11]1[CH:16]=[CH:15][CH:14]=[CH:13][CH:12]=1)[CH2:9][N:22]1[C:18](=[O:28])[C:19]2[C:20](=[CH:24][CH:25]=[CH:26][CH:27]=2)[C:21]1=[O:23])([CH3:4])([CH3:3])[CH3:2].[C:36]1([P:35](=[O:50])([C:32]2[CH:31]=[CH:30][CH:29]=[CH:34][CH:33]=2)[C:42]2[CH:47]=[CH:46][CH:45]=[CH:44][CH:43]=2)[CH:41]=[CH:40][CH:39]=[CH:38][CH:37]=1. The catalyst class is: 1.